Dataset: Reaction yield outcomes from USPTO patents with 853,638 reactions. Task: Predict the reaction yield, written as a fraction of the theoretical maximum amount of product (1.0 means a 100% yield; for example, 0.34 means a 34% yield). (1) The reactants are Br[C:2]1[CH:7]=[CH:6][C:5]([CH2:8][N:9]2[CH2:13][CH2:12][CH2:11][S:10]2(=[O:15])=[O:14])=[CH:4][CH:3]=1.[F:16][C:17]([F:28])([F:27])[C:18]1[C:26]2[CH2:25][CH2:24][CH2:23][CH2:22][C:21]=2[NH:20][N:19]=1.CN(C)CC(O)=O.C(=O)([O-])[O-].[K+].[K+]. The catalyst is CS(C)=O.[Cu]I. The product is [O:14]=[S:10]1(=[O:15])[CH2:11][CH2:12][CH2:13][N:9]1[CH2:8][C:5]1[CH:6]=[CH:7][C:2]([N:20]2[C:21]3[CH2:22][CH2:23][CH2:24][CH2:25][C:26]=3[C:18]([C:17]([F:16])([F:28])[F:27])=[N:19]2)=[CH:3][CH:4]=1. The yield is 0.260. (2) The reactants are F[C:2]1[CH:15]=[CH:14][C:13]([C:16]([F:19])([F:18])[F:17])=[CH:12][C:3]=1[C:4]([C:6]1[CH:11]=[CH:10][CH:9]=[CH:8][CH:7]=1)=O.[NH2:20][NH2:21]. No catalyst specified. The product is [C:6]1([C:4]2[C:3]3[C:2](=[CH:15][CH:14]=[C:13]([C:16]([F:19])([F:18])[F:17])[CH:12]=3)[NH:21][N:20]=2)[CH:11]=[CH:10][CH:9]=[CH:8][CH:7]=1. The yield is 0.760. (3) The catalyst is O1CCCC1.CN(C)C1C=CN=CC=1.C(OCC)(=O)C. The reactants are [N+:1]([C:4]1[CH:5]=[C:6]([C:21]2[S:25][C:24]([N:26]3[CH2:32][CH2:31][CH2:30][NH:29][C:28](=[O:33])[CH2:27]3)=[N:23][CH:22]=2)[CH:7]=[C:8]([NH:10][C:11]2[N:16]=[C:15]([C:17]([F:20])([F:19])[F:18])[CH:14]=[CH:13][N:12]=2)[CH:9]=1)([O-:3])=[O:2].C(N(CC)CC)C.[C:41](O[C:41]([O:43][C:44]([CH3:47])([CH3:46])[CH3:45])=[O:42])([O:43][C:44]([CH3:47])([CH3:46])[CH3:45])=[O:42]. The yield is 0.640. The product is [C:44]([O:43][C:41](=[O:42])[N:10]([C:8]1[CH:7]=[C:6]([C:21]2[S:25][C:24]([N:26]3[CH2:32][CH2:31][CH2:30][NH:29][C:28](=[O:33])[CH2:27]3)=[N:23][CH:22]=2)[CH:5]=[C:4]([N+:1]([O-:3])=[O:2])[CH:9]=1)[C:11]1[N:16]=[C:15]([C:17]([F:19])([F:20])[F:18])[CH:14]=[CH:13][N:12]=1)([CH3:47])([CH3:46])[CH3:45]. (4) The reactants are Cl.[N:2]1[CH:7]=[CH:6][C:5]([C:8]2[CH:16]=[CH:15][C:11]([C:12]([OH:14])=O)=[CH:10][CH:9]=2)=[CH:4][CH:3]=1.[C:17]([O:21][C:22](=[O:35])[NH:23][CH2:24][CH2:25][NH:26][CH2:27][C:28]1[CH:33]=[CH:32][C:31]([Cl:34])=[CH:30][CH:29]=1)([CH3:20])([CH3:19])[CH3:18].C1C=CC2N(O)N=NC=2C=1.CCN=C=NCCCN(C)C.C(N(CC)CC)C. The catalyst is CN(C=O)C. The product is [C:17]([O:21][C:22](=[O:35])[NH:23][CH2:24][CH2:25][N:26]([CH2:27][C:28]1[CH:33]=[CH:32][C:31]([Cl:34])=[CH:30][CH:29]=1)[C:12](=[O:14])[C:11]1[CH:10]=[CH:9][C:8]([C:5]2[CH:4]=[CH:3][N:2]=[CH:7][CH:6]=2)=[CH:16][CH:15]=1)([CH3:20])([CH3:18])[CH3:19]. The yield is 0.930.